Dataset: Forward reaction prediction with 1.9M reactions from USPTO patents (1976-2016). Task: Predict the product of the given reaction. (1) Given the reactants [S:1]1[CH:5]=[C:4]([CH:6]2O[CH:9]=[N:8][CH:7]2S(C2C=CC(C)=CC=2)(=O)=O)[N:3]=[CH:2]1.CO.[NH3:23], predict the reaction product. The product is: [NH:23]1[C:6]([C:4]2[N:3]=[CH:2][S:1][CH:5]=2)=[CH:7][N:8]=[CH:9]1. (2) Given the reactants [Cl:1][C:2]1[CH:9]=[CH:8][C:5]([CH:6]=O)=[CH:4][CH:3]=1.[CH3:10][S:11]([CH3:13])=[O:12], predict the reaction product. The product is: [Cl:1][C:2]1[CH:9]=[CH:8][C:5]([CH3:6])=[CH:4][CH:3]=1.[Cl:1][C:2]1[CH:9]=[CH:8][C:10]([S:11]([C:13]2[CH:4]=[CH:3][C:2]([Cl:1])=[CH:9][CH:8]=2)=[O:12])=[CH:4][CH:3]=1. (3) Given the reactants [CH2:1]1[CH2:5][O:4][CH2:3][CH2:2]1.[H-].[Li+].[O:8]1[C:12]2([CH2:17][CH2:16][C:15](=O)[CH2:14][CH2:13]2)[O:11][CH2:10][CH2:9]1.C[OH:20], predict the reaction product. The product is: [O:8]1[C:12]2([CH2:17][CH2:16][C:15](=[CH:2][C:3]([O:4][CH2:5][CH3:1])=[O:20])[CH2:14][CH2:13]2)[O:11][CH2:10][CH2:9]1. (4) Given the reactants C(O)(=O)[CH2:2][CH2:3][CH2:4][CH2:5][C:6]([OH:8])=[O:7].[CH:11]1([OH:17])CCCCC1.[C:18]1(=O)CCCCC1.[N+]([O-])(O)=O.[CH3:29][OH:30], predict the reaction product. The product is: [C:6]([O:8][CH3:18])(=[O:7])[CH2:5][CH2:4][CH2:3][CH2:2][C:29]([O:17][CH3:11])=[O:30]. (5) Given the reactants Cl[C:2]1[N:11]=[C:10]([O:12][CH2:13][C:14]2[CH:19]=[CH:18][C:17]([O:20][CH3:21])=[CH:16][CH:15]=2)[C:9]2[C:8](=[O:22])[N:7]([CH3:23])[CH:6]=[N:5][C:4]=2[CH:3]=1.[O:24]1[CH2:29][CH2:28][N:27]([C:30]2[CH:35]=[CH:34][C:33](B3OC(C)(C)C(C)(C)O3)=[CH:32][CH:31]=2)[CH2:26][CH2:25]1.C([O-])([O-])=O.[Na+].[Na+], predict the reaction product. The product is: [CH3:21][O:20][C:17]1[CH:18]=[CH:19][C:14]([CH2:13][O:12][C:10]2[C:9]3[C:8](=[O:22])[N:7]([CH3:23])[CH:6]=[N:5][C:4]=3[CH:3]=[C:2]([C:33]3[CH:32]=[CH:31][C:30]([N:27]4[CH2:26][CH2:25][O:24][CH2:29][CH2:28]4)=[CH:35][CH:34]=3)[N:11]=2)=[CH:15][CH:16]=1. (6) Given the reactants Br[C:2]1[CH:7]=[CH:6][N:5]=[C:4]([N:8]([CH2:16][CH:17]2[CH2:19][CH2:18]2)[C:9](=[O:15])[O:10][C:11]([CH3:14])([CH3:13])[CH3:12])[CH:3]=1.[B:20]1([B:20]2[O:24][C:23]([CH3:26])([CH3:25])[C:22]([CH3:28])([CH3:27])[O:21]2)[O:24][C:23]([CH3:26])([CH3:25])[C:22]([CH3:28])([CH3:27])[O:21]1.C([O-])(=O)C.[K+].CN(C=O)C, predict the reaction product. The product is: [CH:17]1([CH2:16][N:8]([C:4]2[CH:3]=[C:2]([B:20]3[O:24][C:23]([CH3:26])([CH3:25])[C:22]([CH3:28])([CH3:27])[O:21]3)[CH:7]=[CH:6][N:5]=2)[C:9](=[O:15])[O:10][C:11]([CH3:14])([CH3:13])[CH3:12])[CH2:19][CH2:18]1. (7) Given the reactants [CH2:1]([O:8][C:9]1[C:14]([CH2:15][N:16]2[CH2:25][CH2:24][C:23]3[C:18](=[C:19]([Cl:28])[C:20](Br)=[CH:21][C:22]=3[Cl:26])[C:17]2=[O:29])=[C:13]([CH3:30])[CH:12]=[C:11]([CH3:31])[N:10]=1)[C:2]1[CH:7]=[CH:6][CH:5]=[CH:4][CH:3]=1.[CH3:32][C:33]1[C:37](B2OC(C)(C)C(C)(C)O2)=[C:36]([CH3:47])[O:35][N:34]=1.[F-].[Cs+], predict the reaction product. The product is: [CH2:1]([O:8][C:9]1[C:14]([CH2:15][N:16]2[CH2:25][CH2:24][C:23]3[C:18](=[C:19]([Cl:28])[C:20]([C:37]4[C:33]([CH3:32])=[N:34][O:35][C:36]=4[CH3:47])=[CH:21][C:22]=3[Cl:26])[C:17]2=[O:29])=[C:13]([CH3:30])[CH:12]=[C:11]([CH3:31])[N:10]=1)[C:2]1[CH:7]=[CH:6][CH:5]=[CH:4][CH:3]=1. (8) The product is: [F:13][C:14]([F:27])([F:26])[S:15]([O:4][CH2:3][CH:2]([F:5])[F:1])(=[O:17])=[O:16]. Given the reactants [F:1][CH:2]([F:5])[CH2:3][OH:4].C(N(CC)CC)C.[F:13][C:14]([F:27])([F:26])[S:15](O[S:15]([C:14]([F:27])([F:26])[F:13])(=[O:17])=[O:16])(=[O:17])=[O:16], predict the reaction product.